Dataset: Forward reaction prediction with 1.9M reactions from USPTO patents (1976-2016). Task: Predict the product of the given reaction. (1) Given the reactants [CH2:1]([C:3]1[CH:9]=[CH:8][C:6]([NH2:7])=[CH:5][CH:4]=1)[CH3:2].[C:10]([O:14][CH2:15][CH3:16])(=[O:13])[CH:11]=[CH2:12], predict the reaction product. The product is: [CH2:1]([C:3]1[CH:9]=[CH:8][C:6]([NH:7][CH2:12][CH2:11][C:10]([O:14][CH2:15][CH3:16])=[O:13])=[CH:5][CH:4]=1)[CH3:2]. (2) Given the reactants [CH3:1][C:2]1[C:7]([OH:8])=[C:6]([N+:9]([O-])=O)[CH:5]=[CH:4][N:3]=1, predict the reaction product. The product is: [NH2:9][C:6]1[CH:5]=[CH:4][N:3]=[C:2]([CH3:1])[C:7]=1[OH:8].